From a dataset of Catalyst prediction with 721,799 reactions and 888 catalyst types from USPTO. Predict which catalyst facilitates the given reaction. The catalyst class is: 11. Reactant: [CH3:1][C:2]1([CH3:10])[O:7][C:6](=[O:8])[CH:5]=[C:4]([CH3:9])[O:3]1.[CH:11]1(O)CCC1. Product: [O:3]=[C:4]([CH3:9])[CH2:5][C:6]([O:7][CH:2]1[CH2:10][CH2:11][CH2:1]1)=[O:8].